Dataset: Catalyst prediction with 721,799 reactions and 888 catalyst types from USPTO. Task: Predict which catalyst facilitates the given reaction. (1) Reactant: Br[C:2]1[CH:7]=[CH:6][C:5]([C:8]2[N:12]([CH2:13][C@@H:14]3[CH2:18][CH2:17][N:16]([C:19]([CH:21]4[CH2:23][CH2:22]4)=[O:20])[CH2:15]3)[CH:11]=[N:10][N:9]=2)=[CH:4][CH:3]=1.[NH:24]1[C:32]2[C:27](=[CH:28][CH:29]=[C:30](B(O)O)[CH:31]=2)[CH:26]=[CH:25]1. Product: [CH:21]1([C:19]([N:16]2[CH2:17][CH2:18][C@@H:14]([CH2:13][N:12]3[CH:11]=[N:10][N:9]=[C:8]3[C:5]3[CH:6]=[CH:7][C:2]([C:30]4[CH:31]=[C:32]5[C:27]([CH:26]=[CH:25][NH:24]5)=[CH:28][CH:29]=4)=[CH:3][CH:4]=3)[CH2:15]2)=[O:20])[CH2:23][CH2:22]1. The catalyst class is: 104. (2) Reactant: [Cl:1]CCl.[F:4][C:5]1[CH:6]=[C:7]([CH:19]=[CH:20][C:21]=1[F:22])[CH2:8][N:9]1[CH:14]=[CH:13][CH:12]=[C:11]([C:15](O)=[O:16])[C:10]1=[O:18].C(Cl)(C(Cl)=O)=O. Product: [F:4][C:5]1[CH:6]=[C:7]([CH:19]=[CH:20][C:21]=1[F:22])[CH2:8][N:9]1[CH:14]=[CH:13][CH:12]=[C:11]([C:15]([Cl:1])=[O:16])[C:10]1=[O:18]. The catalyst class is: 3. (3) Reactant: CS([O:5][CH2:6][CH2:7][C:8]1[CH:13]=[CH:12][C:11]([CH:14]([O:16][CH2:17][O:18][CH3:19])[CH3:15])=[CH:10][N:9]=1)(=O)=O.O[C:21]1[CH:28]=[CH:27][C:24]([CH:25]=[O:26])=[CH:23][CH:22]=1.C(=O)([O-])[O-].[K+].[K+].C1(C)C=CC=CC=1. The catalyst class is: 8. Product: [CH3:19][O:18][CH2:17][O:16][CH:14]([C:11]1[CH:12]=[CH:13][C:8]([CH2:7][CH2:6][O:5][C:21]2[CH:28]=[CH:27][C:24]([CH:25]=[O:26])=[CH:23][CH:22]=2)=[N:9][CH:10]=1)[CH3:15]. (4) Reactant: [C:1](O)(=O)[C:2]1[CH:7]=[CH:6][CH:5]=[N:4][CH:3]=1.C1(P([N:24]=[N+:25]=[N-:26])(C2C=CC=CC=2)=O)C=CC=CC=1.C(N(CC)CC)C. Product: [CH2:1]([N:24]=[N+:25]=[N-:26])[C:2]1[CH:7]=[CH:6][CH:5]=[N:4][CH:3]=1. The catalyst class is: 18.